From a dataset of Catalyst prediction with 721,799 reactions and 888 catalyst types from USPTO. Predict which catalyst facilitates the given reaction. (1) Reactant: [Br:1][C:2]1[C:9]([F:10])=[CH:8][CH:7]=[C:6]([F:11])[C:3]=1[CH:4]=O.S([O-])(OCCCCCCCCCCCC)(=O)=O.[Na+].C(OI(C1C=CC=CC=1)OC(=O)C)(=O)C.C([O-])(=O)C.[NH4+:49].S([O-])([O-])(=O)=S.[Na+].[Na+]. Product: [Br:1][C:2]1[C:9]([F:10])=[CH:8][CH:7]=[C:6]([F:11])[C:3]=1[C:4]#[N:49]. The catalyst class is: 6. (2) Reactant: [OH-].[Na+].[NH2:3][C:4]1[CH:9]=[CH:8][C:7]([SH:10])=[CH:6][CH:5]=1.[Cl:11][C:12]1[N:17]=[C:16](Cl)[C:15]([CH3:19])=[CH:14][N:13]=1. Product: [Cl:11][C:12]1[N:17]=[C:16]([S:10][C:7]2[CH:8]=[CH:9][C:4]([NH2:3])=[CH:5][CH:6]=2)[C:15]([CH3:19])=[CH:14][N:13]=1. The catalyst class is: 72. (3) Reactant: [H-].[Na+].CN(C=O)C.[CH3:8][O:9][C:10]1[CH:15]=[CH:14][C:13]([C:16]2[C:29](=[O:30])[C:28]3[C:19](=[C:20]([O:31][CH2:32][CH2:33][CH3:34])[CH:21]=[C:22]4[C:27]=3[O:26][CH2:25][CH2:24][CH2:23]4)[NH:18][CH:17]=2)=[CH:12][CH:11]=1.Br[CH2:36][C:37]([O:39][CH2:40][CH3:41])=[O:38]. Product: [CH3:8][O:9][C:10]1[CH:11]=[CH:12][C:13]([C:16]2[C:29](=[O:30])[C:28]3[C:19](=[C:20]([O:31][CH2:32][CH2:33][CH3:34])[CH:21]=[C:22]4[C:27]=3[O:26][CH2:25][CH2:24][CH2:23]4)[N:18]([CH2:36][C:37]([O:39][CH2:40][CH3:41])=[O:38])[CH:17]=2)=[CH:14][CH:15]=1. The catalyst class is: 84. (4) Reactant: Cl[C:2]1[C:3]([F:20])=[N:4][C:5]([F:19])=[C:6]([F:18])[C:7]=1[CH2:8][O:9][C:10](=[O:17])[C:11]1[CH:16]=[CH:15][CH:14]=[CH:13][CH:12]=1.C(N(CC)CC)C. Product: [F:19][C:5]1[C:6]([F:18])=[C:7]([CH2:8][O:9][C:10](=[O:17])[C:11]2[CH:16]=[CH:15][CH:14]=[CH:13][CH:12]=2)[CH:2]=[C:3]([F:20])[N:4]=1. The catalyst class is: 63. (5) Reactant: [F:1][C:2]([F:27])([F:26])[C:3]1[CH:4]=[C:5]([C:13]2[N:17]=[CH:16][N:15](/[CH:18]=[CH:19]\[C:20]([O:22]C(C)C)=[O:21])[N:14]=2)[CH:6]=[C:7]([C:9]([F:12])([F:11])[F:10])[CH:8]=1.[Li+].[OH-]. Product: [F:27][C:2]([F:1])([F:26])[C:3]1[CH:4]=[C:5]([C:13]2[N:17]=[CH:16][N:15](/[CH:18]=[CH:19]\[C:20]([OH:22])=[O:21])[N:14]=2)[CH:6]=[C:7]([C:9]([F:10])([F:11])[F:12])[CH:8]=1. The catalyst class is: 20.